Dataset: Full USPTO retrosynthesis dataset with 1.9M reactions from patents (1976-2016). Task: Predict the reactants needed to synthesize the given product. (1) Given the product [CH2:46]([O:45][C:28]1[CH:27]=[CH:26][CH:25]=[CH:30][C:29]=1[C:31]1[NH:39][C:38]2[C:37]([SH:2])=[N:36][C:35](=[O:41])[N:34]([CH2:42][CH2:43][CH3:44])[C:33]=2[N:32]=1)[CH2:47][CH3:48], predict the reactants needed to synthesize it. The reactants are: P12(SP3(SP(SP(S3)(S1)=S)(=S)S2)=S)=[S:2].CN1CCN(S([C:25]2[CH:26]=[CH:27][C:28]([O:45][CH2:46][CH2:47][CH3:48])=[C:29]([C:31]3[NH:39][C:38]4[C:37](=O)[NH:36][C:35](=[O:41])[N:34]([CH2:42][CH2:43][CH3:44])[C:33]=4[N:32]=3)[CH:30]=2)(=O)=O)CC1. (2) Given the product [O:8]=[C:3]1[C:2]([NH:1][CH:12]=[C:13]([C:14]([O:16][CH2:17][CH3:18])=[O:15])[C:19]([O:21][CH2:22][CH3:23])=[O:20])=[CH:7][CH:6]=[CH:5][NH:4]1, predict the reactants needed to synthesize it. The reactants are: [NH2:1][C:2]1[C:3](=[O:8])[NH:4][CH:5]=[CH:6][CH:7]=1.C(O[CH:12]=[C:13]([C:19]([O:21][CH2:22][CH3:23])=[O:20])[C:14]([O:16][CH2:17][CH3:18])=[O:15])C.CCOCC. (3) Given the product [C:1]([N:5]1[C:9]([C:10]2[CH:15]=[CH:14][CH:13]=[CH:12][CH:11]=2)=[CH:8][C:7]([CH2:16][CH2:17][CH2:18][N:25]2[CH2:24][CH2:23][N:22]([C:27]3[CH:28]=[C:29]([CH3:33])[CH:30]=[CH:31][CH:32]=3)[CH:21]([CH3:20])[CH2:26]2)=[N:6]1)([CH3:4])([CH3:3])[CH3:2], predict the reactants needed to synthesize it. The reactants are: [C:1]([N:5]1[C:9]([C:10]2[CH:15]=[CH:14][CH:13]=[CH:12][CH:11]=2)=[CH:8][C:7]([CH2:16][CH2:17][CH:18]=O)=[N:6]1)([CH3:4])([CH3:3])[CH3:2].[CH3:20][CH:21]1[CH2:26][NH:25][CH2:24][CH2:23][N:22]1[C:27]1[CH:28]=[C:29]([CH3:33])[CH:30]=[CH:31][CH:32]=1.CCN(C(C)C)C(C)C.[BH-](OC(C)=O)(OC(C)=O)OC(C)=O.[Na+]. (4) The reactants are: CN(C)/[CH:3]=[CH:4]/[C:5]([C:7]1[C:12](=[O:13])[CH:11]=[CH:10][N:9]([C:14]2[CH:19]=[CH:18][C:17]([C:20]([F:23])([F:22])[F:21])=[CH:16][CH:15]=2)[N:8]=1)=O.[C:25]1([NH:35][NH2:36])[C:34]2[C:29](=[CH:30][CH:31]=[CH:32][CH:33]=2)[CH:28]=[CH:27][CH:26]=1. Given the product [C:25]1([N:35]2[C:5]([C:7]3[C:12](=[O:13])[CH:11]=[CH:10][N:9]([C:14]4[CH:19]=[CH:18][C:17]([C:20]([F:22])([F:21])[F:23])=[CH:16][CH:15]=4)[N:8]=3)=[CH:4][CH:3]=[N:36]2)[C:34]2[C:29](=[CH:30][CH:31]=[CH:32][CH:33]=2)[CH:28]=[CH:27][CH:26]=1, predict the reactants needed to synthesize it. (5) The reactants are: C([Li])CCC.[S:6]1[C:10]2[CH:11]=[CH:12][CH:13]=[CH:14][C:9]=2[N:8]=[CH:7]1.[CH2:15]([Sn:19](Cl)([CH2:24][CH2:25][CH2:26][CH3:27])[CH2:20][CH2:21][CH2:22][CH3:23])[CH2:16][CH2:17][CH3:18]. Given the product [CH2:24]([Sn:19]([CH2:15][CH2:16][CH2:17][CH3:18])([CH2:20][CH2:21][CH2:22][CH3:23])[C:7]1[S:6][C:10]2[CH:11]=[CH:12][CH:13]=[CH:14][C:9]=2[N:8]=1)[CH2:25][CH2:26][CH3:27], predict the reactants needed to synthesize it. (6) The reactants are: [Cl:1][C:2]1[CH:7]=[C:6](Cl)[CH:5]=[C:4]([Cl:9])[N:3]=1.C(=O)([O-])[O-].[Cs+].[Cs+].CN1CCCC1=O.[NH:23]1[CH:27]=[CH:26][CH:25]=[N:24]1. Given the product [Cl:1][C:2]1[CH:7]=[C:6]([N:23]2[CH:27]=[CH:26][CH:25]=[N:24]2)[CH:5]=[C:4]([Cl:9])[N:3]=1, predict the reactants needed to synthesize it. (7) Given the product [Cl:3][C:4]1[CH:9]=[CH:8][C:7]([C:10]2[CH:11]=[C:12]([C:15]([OH:17])=[O:16])[S:13][CH:14]=2)=[CH:6][CH:5]=1, predict the reactants needed to synthesize it. The reactants are: [OH-].[Na+].[Cl:3][C:4]1[CH:9]=[CH:8][C:7]([C:10]2[CH:11]=[C:12]([C:15]([O:17]C)=[O:16])[S:13][CH:14]=2)=[CH:6][CH:5]=1.